From a dataset of HIV replication inhibition screening data with 41,000+ compounds from the AIDS Antiviral Screen. Binary Classification. Given a drug SMILES string, predict its activity (active/inactive) in a high-throughput screening assay against a specified biological target. (1) The drug is COC(=NN=Cc1cc(OC)ccc1OC)c1ccncc1. The result is 0 (inactive). (2) The molecule is Cc1ccc(C2=C(c3ccccc3)C(Br)(c3ccc(C)cc3)C(c3ccccc3)=C2c2ccc(C)cc2)cc1. The result is 0 (inactive). (3) The molecule is COc1ccc(OC)c2c(C(C)=O)cccc12. The result is 0 (inactive). (4) The compound is Cn1c2ccccc2c2nnc(NCCCCO)nc21. The result is 0 (inactive). (5) The drug is CC(=O)NC(CCC(=O)C=[N+]=[N-])C(=O)O. The result is 0 (inactive). (6) The drug is C=C1CC(C)(Cn2cnc3c(N)ncnc32)OC1=O. The result is 0 (inactive). (7) The compound is COc1cc(-c2nc3sc(-c4ccc(O)c(OC)c4)nc3s2)ccc1O. The result is 0 (inactive). (8) The drug is O=c1[nH]nc(-c2ccccc2)n1N=Cc1ccccc1Cl. The result is 0 (inactive). (9) The molecule is C=CCC1C(=O)CC2(C)CC(=O)C(CC=C)C12C. The result is 0 (inactive). (10) The drug is O=[N+]([O-])c1ccc(O)c(CN(Cc2ccccc2)Cc2c(O)ccc3ccccc23)c1. The result is 0 (inactive).